From a dataset of Reaction yield outcomes from USPTO patents with 853,638 reactions. Predict the reaction yield, written as a fraction of the theoretical maximum amount of product (1.0 means a 100% yield; for example, 0.34 means a 34% yield). (1) The reactants are ClC1C=C(C=CC=1F)[C:5]1[C:10]([C:11]2[CH:20]=[CH:19][C:18]3[C:13](=[CH:14][CH:15]=[C:16]([C:21]4[N:25]([CH:26]5[CH2:31][CH2:30][CH2:29][CH2:28][CH2:27]5)[C:24]5[CH:32]=[CH:33][C:34]([C:36]([OH:38])=[O:37])=[CH:35][C:23]=5[N:22]=4)[CH:17]=3)[N:12]=2)=[CH:9][C:8]([O:39][CH3:40])=[CH:7][CH:6]=1.COC(C1C=CC2N(C3CCCCC3)C(C3C=C4C(=CC=3)N=C(C3C=C(OC)C=CC=3Br)C=C4)=NC=2C=1)=O.[N+:83]([C:86]1[CH:87]=[C:88](B(O)O)[CH:89]=[CH:90][CH:91]=1)([O-:85])=[O:84]. No catalyst specified. The product is [CH:26]1([N:25]2[C:24]3[CH:32]=[CH:33][C:34]([C:36]([OH:38])=[O:37])=[CH:35][C:23]=3[N:22]=[C:21]2[C:16]2[CH:17]=[C:18]3[C:13](=[CH:14][CH:15]=2)[N:12]=[C:11]([C:10]2[C:5]([C:88]4[CH:89]=[CH:90][CH:91]=[C:86]([N+:83]([O-:85])=[O:84])[CH:87]=4)=[CH:6][CH:7]=[C:8]([O:39][CH3:40])[CH:9]=2)[CH:20]=[CH:19]3)[CH2:27][CH2:28][CH2:29][CH2:30][CH2:31]1. The yield is 0.0700. (2) The reactants are [CH:1]([C:4]1[CH:5]=[C:6]([CH:9]=[CH:10][CH:11]=1)[CH:7]=O)([CH3:3])[CH3:2].[NH2:12][C:13]1[N:14]=[N:15][C:16]([CH3:19])=[CH:17][CH:18]=1.C([O:22][C:23](=O)[C:24]([OH:35])=[CH:25][C:26](=[O:34])[C:27]1[CH:32]=[CH:31][C:30]([CH3:33])=[CH:29][CH:28]=1)C. No catalyst specified. The product is [OH:35][C:24]1[C:23](=[O:22])[N:12]([C:13]2[N:14]=[N:15][C:16]([CH3:19])=[CH:17][CH:18]=2)[CH:7]([C:6]2[CH:9]=[CH:10][CH:11]=[C:4]([CH:1]([CH3:3])[CH3:2])[CH:5]=2)[C:25]=1[C:26](=[O:34])[C:27]1[CH:32]=[CH:31][C:30]([CH3:33])=[CH:29][CH:28]=1. The yield is 0.0300. (3) The catalyst is O1CCOCC1.CO.ClCCl.C1C=CC(/C=C/C(/C=C/C2C=CC=CC=2)=O)=CC=1.C1C=CC(/C=C/C(/C=C/C2C=CC=CC=2)=O)=CC=1.C1C=CC(/C=C/C(/C=C/C2C=CC=CC=2)=O)=CC=1.[Pd].[Pd]. The yield is 0.545. The product is [N:52]1[C:44]([NH:59][C:60]2[CH:68]=[C:67]3[C:63]([C:64]([CH3:78])([CH3:77])[C:65](=[O:76])[NH:66]3)=[CH:62][CH:61]=2)=[N:45][N:46]2[CH:51]=[CH:50][CH:49]=[CH:48][C:47]=12. The reactants are C1(P(C2C=CC=CC=2)C2C3OC4C(=CC=CC=4P(C4C=CC=CC=4)C4C=CC=CC=4)C(C)(C)C=3C=CC=2)C=CC=CC=1.Br[C:44]1[N:52]=[C:47]2[CH:48]=[CH:49][CH:50]=[CH:51][N:46]2[N:45]=1.C(=O)([O-])[O-].[Cs+].[Cs+].[NH2:59][C:60]1[CH:68]=[C:67]2[C:63]([C:64]([CH3:78])([CH3:77])[C:65](=[O:76])[N:66]2C(OC(C)(C)C)=O)=[CH:62][CH:61]=1. (4) The reactants are [F:1][C:2]1[CH:7]=[CH:6][C:5]([S:8][CH2:9][CH2:10][CH2:11][C:12]([OH:14])=O)=[CH:4][CH:3]=1.[Cl:15][C:16]1[C:24]([Cl:25])=[CH:23][CH:22]=[CH:21][C:17]=1[CH2:18][NH:19][CH3:20]. No catalyst specified. The product is [Cl:15][C:16]1[C:24]([Cl:25])=[CH:23][CH:22]=[CH:21][C:17]=1[CH2:18][N:19]([CH3:20])[C:12](=[O:14])[CH2:11][CH2:10][CH2:9][S:8][C:5]1[CH:4]=[CH:3][C:2]([F:1])=[CH:7][CH:6]=1. The yield is 0.670. (5) The reactants are [C:1]([O:10]C)(=O)[C:2]1[C:3](=[CH:5][CH:6]=[CH:7][CH:8]=1)[SH:4].[O:12]1[CH:16]=[CH:15][CH:14]=[C:13]1[C:17]#[N:18].C(N(CC)CC)C. The catalyst is C1(C)C=CC=CC=1. The product is [O:12]1[CH:16]=[CH:15][CH:14]=[C:13]1[C:17]1[S:4][C:3]2[CH:5]=[CH:6][CH:7]=[CH:8][C:2]=2[C:1](=[O:10])[N:18]=1. The yield is 0.190. (6) The reactants are CO[CH:3](OC)[CH2:4][C:5](=O)[CH3:6].Cl.[Cl:11][C:12]1[CH:21]=[C:20]([O:22][CH3:23])[C:19]([NH:24][NH2:25])=[CH:18][C:13]=1[C:14]([O:16][CH3:17])=[O:15]. The catalyst is CO. The product is [Cl:11][C:12]1[CH:21]=[C:20]([O:22][CH3:23])[C:19]([N:24]2[CH:3]=[CH:4][C:5]([CH3:6])=[N:25]2)=[CH:18][C:13]=1[C:14]([O:16][CH3:17])=[O:15].[Cl:11][C:12]1[CH:21]=[C:20]([O:22][CH3:23])[C:19]([N:24]2[C:5]([CH3:6])=[CH:4][CH:3]=[N:25]2)=[CH:18][C:13]=1[C:14]([O:16][CH3:17])=[O:15]. The yield is 0.210. (7) The yield is 0.910. The reactants are Cl[C:2]1[C:11]2[C:6](=[CH:7][C:8]([O:14][CH3:15])=[C:9]([O:12][CH3:13])[CH:10]=2)[N:5]=[CH:4][N:3]=1.[NH2:16][NH2:17]. The catalyst is C1COCC1. The product is [CH3:13][O:12][C:9]1[CH:10]=[C:11]2[C:6](=[CH:7][C:8]=1[O:14][CH3:15])[N:5]=[CH:4][N:3]=[C:2]2[NH:16][NH2:17]. (8) The reactants are [Si:1]([O:8][C:9]1[CH:10]=[CH:11][C:12]([N:16]2[C:20](=[O:21])[C:19]3=[CH:22][CH:23]=[CH:24][CH:25]=[C:18]3[C:17]2=[O:26])=[C:13]([CH:15]=1)[NH2:14])([C:4]([CH3:7])([CH3:6])[CH3:5])([CH3:3])[CH3:2].[C:27](Cl)(Cl)=[O:28].[N:31]1[CH:36]=[CH:35][C:34]([N:37]2[CH2:42][CH2:41][CH:40]([CH2:43][OH:44])[CH2:39][CH2:38]2)=[CH:33][CH:32]=1. The catalyst is C1(C)C=CC=CC=1.C(Cl)Cl.CCCCCC. The product is [Si:1]([O:8][C:9]1[CH:10]=[CH:11][C:12]([N:16]2[C:17](=[O:26])[C:18]3=[CH:25][CH:24]=[CH:23][CH:22]=[C:19]3[C:20]2=[O:21])=[C:13]([CH:15]=1)[NH:14][C:27]([O:44][CH2:43][CH:40]1[CH2:39][CH2:38][N:37]([C:34]2[CH:35]=[CH:36][N:31]=[CH:32][CH:33]=2)[CH2:42][CH2:41]1)=[O:28])([C:4]([CH3:7])([CH3:6])[CH3:5])([CH3:3])[CH3:2]. The yield is 0.900.